This data is from Full USPTO retrosynthesis dataset with 1.9M reactions from patents (1976-2016). The task is: Predict the reactants needed to synthesize the given product. (1) Given the product [C:2]1([O:12][CH:13]2[CH2:19][CH2:18][N:17]([C:31]([C:32]3[CH:33]=[N:34][CH:35]=[CH:36][CH:37]=3)=[O:38])[CH2:16][C:15]3[O:20][C:21]([CH3:23])=[CH:22][C:14]2=3)[C:11]2[C:6](=[CH:7][CH:8]=[CH:9][CH:10]=2)[CH:5]=[CH:4][CH:3]=1, predict the reactants needed to synthesize it. The reactants are: Cl.[C:2]1([O:12][CH:13]2[CH2:19][CH2:18][NH:17][CH2:16][C:15]3[O:20][C:21]([CH3:23])=[CH:22][C:14]2=3)[C:11]2[C:6](=[CH:7][CH:8]=[CH:9][CH:10]=2)[CH:5]=[CH:4][CH:3]=1.C(N(CC)CC)C.[C:31](O)(=[O:38])[C:32]1[CH:37]=[CH:36][CH:35]=[N:34][CH:33]=1.ON1C2C=CC=CC=2N=N1. (2) The reactants are: [NH2:1][C:2]1[S:6][C:5]([C:7]2[N:12]3[N:13]=[CH:14][C:15]([C:16]([C:18]4[S:19][CH:20]=[CH:21][CH:22]=4)=[O:17])=[C:11]3[N:10]=[CH:9][CH:8]=2)=[CH:4][CH:3]=1.[C:23](Cl)(=[O:30])[C:24]1[CH:29]=[CH:28][CH:27]=[CH:26][CH:25]=1. Given the product [S:19]1[CH:20]=[CH:21][CH:22]=[C:18]1[C:16]([C:15]1[CH:14]=[N:13][N:12]2[C:7]([C:5]3[S:6][C:2]([NH:1][C:23](=[O:30])[C:24]4[CH:29]=[CH:28][CH:27]=[CH:26][CH:25]=4)=[CH:3][CH:4]=3)=[CH:8][CH:9]=[N:10][C:11]=12)=[O:17], predict the reactants needed to synthesize it. (3) Given the product [CH2:11]([O:18][C:19]1[CH:28]=[C:27]([CH:7]2[CH2:10][CH2:9][CH2:8]2)[CH:26]=[CH:25][C:20]=1[C:21]([O:23][CH3:24])=[O:22])[C:12]1[CH:13]=[CH:14][CH:15]=[CH:16][CH:17]=1, predict the reactants needed to synthesize it. The reactants are: BrCCBr.[Mg].Br[CH:7]1[CH2:10][CH2:9][CH2:8]1.[CH2:11]([O:18][C:19]1[CH:28]=[C:27](I)[CH:26]=[CH:25][C:20]=1[C:21]([O:23][CH3:24])=[O:22])[C:12]1[CH:17]=[CH:16][CH:15]=[CH:14][CH:13]=1.C1(P(C2C=CC=CC=2)C2C3OC4C(=CC=CC=4P(C4C=CC=CC=4)C4C=CC=CC=4)C(C)(C)C=3C=CC=2)C=CC=CC=1. (4) Given the product [C:18]([O:21][CH2:22][C:23]1[C:24]([N:32]2[CH2:43][CH2:42][N:41]3[C:34](=[CH:35][C:36]4[CH2:37][C:38]([CH3:45])([CH3:44])[CH2:39][C:40]=43)[C:33]2=[O:46])=[N:25][CH:26]=[CH:27][C:28]=1[C:2]1[CH:7]=[N:6][C:5]([O:8][CH3:9])=[C:4]([NH:10][C:11]2[CH:16]=[CH:15][N:14]=[C:13]([CH3:17])[N:12]=2)[CH:3]=1)(=[O:20])[CH3:19], predict the reactants needed to synthesize it. The reactants are: Cl[C:2]1[CH:3]=[C:4]([NH:10][C:11]2[CH:16]=[CH:15][N:14]=[C:13]([CH3:17])[N:12]=2)[C:5]([O:8][CH3:9])=[N:6][CH:7]=1.[C:18]([O:21][CH2:22][C:23]1[C:24]([N:32]2[CH2:43][CH2:42][N:41]3[C:34](=[CH:35][C:36]4[CH2:37][C:38]([CH3:45])([CH3:44])[CH2:39][C:40]=43)[C:33]2=[O:46])=[N:25][CH:26]=[CH:27][C:28]=1B(O)O)(=[O:20])[CH3:19].C1(P(C2CCCCC2)C2CCCCC2)CCCCC1.C([O-])([O-])=O.[Cs+].[Cs+]. (5) Given the product [OH:5][CH2:6][CH2:7][CH2:8][C@@H:9]([CH2:25][O:26][S:27]([C:30]1[CH:36]=[CH:35][C:33]([CH3:34])=[CH:32][CH:31]=1)(=[O:28])=[O:29])[CH2:10][C@H:11]1[CH2:15][O:14][C:13]([CH3:16])([CH3:17])[N:12]1[C:18]([O:20][C:21]([CH3:22])([CH3:23])[CH3:24])=[O:19], predict the reactants needed to synthesize it. The reactants are: C([O:5][C:6](=O)[CH2:7][CH2:8][C@@H:9]([CH2:25][O:26][S:27]([C:30]1[CH:36]=[CH:35][C:33]([CH3:34])=[CH:32][CH:31]=1)(=[O:29])=[O:28])[CH2:10][C@H:11]1[CH2:15][O:14][C:13]([CH3:17])([CH3:16])[N:12]1[C:18]([O:20][C:21]([CH3:24])([CH3:23])[CH3:22])=[O:19])(C)(C)C.CC(C[AlH]CC(C)C)C.[BH4-].[Na+]. (6) Given the product [CH2:3]1[C:7]2=[C:8]3[C:13](=[CH:14][CH:15]=[C:6]2[NH:5][C:4]1=[O:16])[N:12]=[CH:11][CH:10]=[CH:9]3, predict the reactants needed to synthesize it. The reactants are: N(=[C:3]1[C:7]2=[C:8]3[C:13](=[CH:14][CH:15]=[C:6]2[NH:5][C:4]1=[O:16])[N:12]=[CH:11][CH:10]=[CH:9]3)N.[O-]CC.[Na+].C(O)(=O)C. (7) The reactants are: [OH:1][CH2:2][CH2:3][C:4]1[CH:9]=[CH:8][CH:7]=[CH:6][C:5]=1[OH:10].Br[C:12]1[CH:17]=[CH:16][CH:15]=[CH:14][CH:13]=1.N1C=CC=CC=1CC(=O)C.C([O-])([O-])=O.[Cs+].[Cs+]. Given the product [O:10]([C:5]1[CH:6]=[CH:7][CH:8]=[CH:9][C:4]=1[CH2:3][CH2:2][OH:1])[C:12]1[CH:17]=[CH:16][CH:15]=[CH:14][CH:13]=1, predict the reactants needed to synthesize it. (8) Given the product [S:40]([OH:44])([OH:43])(=[O:42])=[O:41].[Cl:1][C:2]1[CH:7]=[CH:6][CH:5]=[CH:4][C:3]=1[CH:8]([N:12]1[CH2:17][CH2:16][C:15]2[S:18][CH:19]=[CH:20][C:14]=2[CH2:13]1)[C:9]([NH2:11])=[O:10], predict the reactants needed to synthesize it. The reactants are: [Cl:1][C:2]1[CH:7]=[CH:6][CH:5]=[CH:4][C:3]=1[CH:8]([N:12]1[CH2:17][CH2:16][C:15]2[S:18][CH:19]=[CH:20][C:14]=2[CH2:13]1)[C:9]([NH2:11])=[O:10].ClC1C=CC=CC=1C(N1CCC2SC=CC=2C1)C#N.[S:40](=[O:44])(=[O:43])([OH:42])[OH:41].C(OCC)C.